Dataset: Catalyst prediction with 721,799 reactions and 888 catalyst types from USPTO. Task: Predict which catalyst facilitates the given reaction. (1) Reactant: Cl.[CH2:2]([O:4][C:5](=[O:8])[CH2:6][NH2:7])[CH3:3].C(N(CC)CC)C.Cl[C:17](=[O:24])[CH2:18][CH2:19][C:20]([O:22][CH3:23])=[O:21]. Product: [CH2:2]([O:4][C:5](=[O:8])[CH2:6][NH:7][C:17](=[O:24])[CH2:18][CH2:19][C:20]([O:22][CH3:23])=[O:21])[CH3:3]. The catalyst class is: 30. (2) Reactant: [H-].[Na+].[Br:3][C:4]1[CH:9]=[C:8]([F:10])[CH:7]=[CH:6][C:5]=1[S:11]([NH:14][C:15]1[C:24]([C:25]([O:27][CH3:28])=[O:26])=[C:23]2[C:18]([C:19]3[CH:31]=[CH:30][O:29][C:20]=3[CH2:21][O:22]2)=[CH:17][CH:16]=1)(=[O:13])=[O:12].[CH3:32][Si:33]([CH3:40])([CH3:39])[CH2:34][CH2:35][O:36][CH2:37]Cl. Product: [Br:3][C:4]1[CH:9]=[C:8]([F:10])[CH:7]=[CH:6][C:5]=1[S:11]([N:14]([CH2:37][O:36][CH2:35][CH2:34][Si:33]([CH3:40])([CH3:39])[CH3:32])[C:15]1[C:24]([C:25]([O:27][CH3:28])=[O:26])=[C:23]2[C:18]([C:19]3[CH:31]=[CH:30][O:29][C:20]=3[CH2:21][O:22]2)=[CH:17][CH:16]=1)(=[O:12])=[O:13]. The catalyst class is: 1.